From a dataset of Peptide-MHC class II binding affinity with 134,281 pairs from IEDB. Regression. Given a peptide amino acid sequence and an MHC pseudo amino acid sequence, predict their binding affinity value. This is MHC class II binding data. The peptide sequence is LKKYFAATQFEPLAA. The binding affinity (normalized) is 0.443. The MHC is HLA-DQA10401-DQB10402 with pseudo-sequence HLA-DQA10401-DQB10402.